From a dataset of Forward reaction prediction with 1.9M reactions from USPTO patents (1976-2016). Predict the product of the given reaction. Given the reactants [CH3:1][O:2][C:3](=[O:47])[CH2:4][S:5][CH2:6][CH2:7][CH2:8][S:9][C@@H:10]1[CH:14](/[CH:15]=[CH:16]/[CH:17]([O:30][Si:31]([C:34]([CH3:37])([CH3:36])[CH3:35])([CH3:33])[CH3:32])[CH2:18][CH2:19][C:20]2[S:24][C:23]3[CH:25]=[CH:26][CH:27]=[CH:28][C:22]=3[C:21]=2[Cl:29])[C@H:13](O)[CH:12]=[C:11]1[O:39][Si](C(C)(C)C)(C)C, predict the reaction product. The product is: [CH3:1][O:2][C:3](=[O:47])[CH2:4][S:5][CH2:6][CH2:7][CH2:8][S:9][C@H:10]1[C:11](=[O:39])[CH:12]=[CH:13][CH:14]1/[CH:15]=[CH:16]/[CH:17]([O:30][Si:31]([C:34]([CH3:36])([CH3:35])[CH3:37])([CH3:32])[CH3:33])[CH2:18][CH2:19][C:20]1[S:24][C:23]2[CH:25]=[CH:26][CH:27]=[CH:28][C:22]=2[C:21]=1[Cl:29].